From a dataset of Full USPTO retrosynthesis dataset with 1.9M reactions from patents (1976-2016). Predict the reactants needed to synthesize the given product. Given the product [CH2:1]([O:3][C:4]([C:6]1[N:14]([CH3:15])[C:13]2[CH:12]=[CH:11][N:10]=[CH:9][C:8]=2[C:7]=1[NH:38][C:37]1[CH:39]=[CH:40][C:34]([Br:33])=[CH:35][C:36]=1[F:41])=[O:5])[CH3:2], predict the reactants needed to synthesize it. The reactants are: [CH2:1]([O:3][C:4]([C:6]1[N:14]([CH3:15])[C:13]2[CH:12]=[CH:11][N:10]=[CH:9][C:8]=2[C:7]=1OS(C(F)(F)C(F)(F)C(F)(F)C(F)(F)F)(=O)=O)=[O:5])[CH3:2].[Br:33][C:34]1[CH:40]=[CH:39][C:37]([NH2:38])=[C:36]([F:41])[CH:35]=1.CC1(C)C2C(=C(P(C3C=CC=CC=3)C3C=CC=CC=3)C=CC=2)OC2C(P(C3C=CC=CC=3)C3C=CC=CC=3)=CC=CC1=2.C1CCN2C(=NCCC2)CC1.